Dataset: Experimentally validated miRNA-target interactions with 360,000+ pairs, plus equal number of negative samples. Task: Binary Classification. Given a miRNA mature sequence and a target amino acid sequence, predict their likelihood of interaction. (1) The miRNA is hsa-miR-1272 with sequence GAUGAUGAUGGCAGCAAAUUCUGAAA. The protein sequence of the target gene is MEKIPVSAFLLLVALSYTLARDTTVKPGAKKDTKDSRPKLPQTLSRGWGDQLIWTQTYEEALYKSKTSNKPLMIIHHLDECPHSQALKKVFAENKEIQKLAEQFVLLNLVYETTDKHLSPDGQYVPRIMFVDPSLTVRADITGRYSNRLYAYEPADTALLLDNMKKALKLLKTEL. Result: 0 (no interaction). (2) The miRNA is hsa-miR-183-3p with sequence GUGAAUUACCGAAGGGCCAUAA. The protein sequence of the target gene is MALQVELIPTGEIIRVVHPHRPCKLALGSDGVRVTMESALTARDRVGVQDFVLLENFTSEAAFIENLRRRFRENLIYTYIGPVLVSVNPYRDLQIYSRQHMERYRGVSFYEVPPHLFAVADTVYRALRTERRDQAVMISGESGAGKTEATKRLLQFYAETCPAPERGGAVRDRLLQSNPVLEAFGNAKTLRNDNSSRFGKYMDVQFDFKGAPVGGHILSYLLEKSRVVHQNHGERNFHVFYQLLEGGEEETLRRLGLERNPQSYLYLVKGQCAKVSSINDKSDWKVMRKALSVIDFTEDE.... Result: 0 (no interaction). (3) The miRNA is hsa-miR-6511a-3p with sequence CCUCACCAUCCCUUCUGCCUGC. The protein sequence of the target gene is MIHSLFLINCSGDIFLEKHWKSVVSQSVCDYFFEAQEKAADVENVPPVISTPHHYLISIYRDKLFFVSVIQTEVPPLFVIEFLHRVADTFQDYFGECSEAAIKDNVVIVYELLEEMLDNGFPLATESNILKELIKPPTILRSVVNSITGSSNVGDTLPTGQLSNIPWRRAGVKYTNNEAYFDVVEEIDAIIDKSGSTVFAEIQGVIDACIKLSGMPDLSLSFMNPRLLDDVSFHPCIRFKRWESERVLSFIPPDGNFRLISYRVSSQNLVAIPVYVKHSISFKENSSCGRFDITIGPKQN.... Result: 0 (no interaction). (4) The miRNA is hsa-miR-6074 with sequence GAUAUUCAGAGGCUAGGUGG. The protein sequence of the target gene is MRRSIVIVIALTAKGFLHRHLLEKGNLVTALSLRICNSRAFSGRSDYRERLRSGLHSIKFNDALTLFCDMAESHPLPSIVDFSRLLIAIAKLNKYEAVISLFRHLEMLGISHDLYSFTTLIDCFCRCARLSLALSCLGKMMKLGFEPSIVTFGSLVNGFCHVNRFYEAMSLVDQIVGLGYEPNVVIYNTIIDSLCEKGQVNTALDVLKHMKKMGIRPDVVTYNSLITRLFHSGTWGVSARILSDMMRMGISPDVITFSALIDVYGKEGQLLEAKKQYNEMIQRSVNPNIVTYNSLINGLC.... Result: 0 (no interaction). (5) The protein sequence of the target gene is MSAKAISEQTGKELLYKYICTTSAIQNRFKYARVTPDTDWAHLLQDHPWLLSQSLVVKPDQLIKRRGKLGLVGVNLSLDGVKSWLKPRLGHEATVGKAKGFLKNFLIEPFVPHSQAEEFYVCIYATREGDYVLFHHEGGVDVGDVDAKAQKLLVGVDEKLNTEDIKRHLLVHAPEDKKEVLASFISGLFNFYEDLYFTYLEINPLVVTKDGVYILDLAAKVDATADYICKVKWGDIEFPPPFGREAYPEEAYIADLDAKSGASLKLTLLNPKGRIWTMVAGGGASVVYSDTICDLGGVNE.... The miRNA is hsa-miR-4675 with sequence GGGGCUGUGAUUGACCAGCAGG. Result: 0 (no interaction). (6) The miRNA is hsa-miR-877-3p with sequence UCCUCUUCUCCCUCCUCCCAG. The protein sequence of the target gene is MLRRPAPALAPAVRLLLAGLLCGGGVWAARVNKHKPWLEPTYHGIVTENDNTVLLDPPLIALDKDSPLRFAESFEVTVTKEGEICGFKIHGQNVPFDAVVVDKSTGEGIIRSKEKLDCELQKDYTFTIQAYDCGKGPDGTGVKKSHKATVHIQVNDVNEYAPVFKEKSYKAAVVEGKQHSSILRVEAVDADCSPQFSQICSYEILTPDVPFTVDKDGYIKNTEKLNYGKEHQYKLTVTAYDCGKKRATEDVLVKISVKPTCSPGWQGWSSRIEYEPGTGALAVFPSIHLETCDEPVASVQ.... Result: 0 (no interaction). (7) The miRNA is hsa-miR-7114-5p with sequence UCUGUGGAGUGGGGUGCCUGU. The protein sequence of the target gene is MSVATGSSETAGGASGGGARVFFQSPRGGAGGSPGSSSGSGSSREDSAPVATAAAAGQVQQQQQRRHQQGKVTVKYDRKELRKRLVLEEWIVEQLGQLYGCEEEEMPEVEIDIDDLLDADSDEERASKLQEALVDCYKPTEEFIKELLSRIRGMRKLSPPQKKSV. Result: 1 (interaction). (8) Result: 1 (interaction). The protein sequence of the target gene is MEFPGGNDNYLTITGPSHPFLSGAETFHTPSLGDEEFEIPPISLDSDPSLAVSDVVGHFDDLADPSSSQDGSFSAQYGVQTLDMPVGMTHGLMEQGGGLLSGGLTMDLDHSIGTQYSANPPVTIDVPMTDMTSGLMGHSQLTTIDQSELSSQLGLSLGGGTILPPAQSPEDRLSTTPSPTNSLHEDGVDDFRRQLPAQKTVVVETGKKQKAPKKRKKKDPNEPQKPVSAYALFFRDTQAAIKGQNPNATFGEVSKIVASMWDSLGEEQKQVYKRKTEAAKKEYLKALAAYKDNQECQATV.... The miRNA is mmu-miR-5135 with sequence AGGUCUAGGUGGCAAGGGCGUCCU.